From a dataset of Forward reaction prediction with 1.9M reactions from USPTO patents (1976-2016). Predict the product of the given reaction. (1) Given the reactants [CH2:1]([O:3][C:4](=[O:16])/[CH:5]=[C:6]1\[CH2:7][CH2:8][N:9]2[CH:13]([CH2:14]\1)[CH2:12][CH2:11][C:10]2=[O:15])[CH3:2], predict the reaction product. The product is: [CH2:1]([O:3][C:4](=[O:16])[CH2:5][CH:6]1[CH2:14][CH:13]2[N:9]([C:10](=[O:15])[CH2:11][CH2:12]2)[CH2:8][CH2:7]1)[CH3:2]. (2) Given the reactants [O:1]1[C:6]2[CH:7]=[CH:8][C:9]([C:11]3[C:20]4[CH2:19][CH2:18][CH2:17][CH2:16][C:15]=4[N:14]=[C:13]([CH3:21])[C:12]=3[CH2:22][CH2:23][OH:24])=[CH:10][C:5]=2[CH2:4][CH2:3][CH2:2]1.C[N+]1([O-])CC[O:29][CH2:28]C1.S(Cl)(Cl)=O, predict the reaction product. The product is: [O:1]1[C:6]2[CH:7]=[CH:8][C:9]([C:11]3[C:20]4[CH2:19][CH2:18][CH2:17][CH2:16][C:15]=4[N:14]=[C:13]([CH3:21])[C:12]=3[CH2:22][C:23]([O:29][CH3:28])=[O:24])=[CH:10][C:5]=2[CH2:4][CH2:3][CH2:2]1. (3) Given the reactants [N:1]1([CH2:7][C:8]2[N:13]=[C:12]([NH:14][C:15]3[S:16][C:17]([C:23]4[N:24]=[N:25][N:26]([CH2:28][Si](C)(C)C)[CH:27]=4)=[CH:18][C:19]=3[C:20]([NH2:22])=[O:21])[CH:11]=[CH:10][CH:9]=2)[CH2:6][CH2:5][O:4][CH2:3][CH2:2]1.CCCC[N+](CCCC)(CCCC)CCCC.[F-], predict the reaction product. The product is: [CH3:28][N:26]1[CH:27]=[C:23]([C:17]2[S:16][C:15]([NH:14][C:12]3[CH:11]=[CH:10][CH:9]=[C:8]([CH2:7][N:1]4[CH2:2][CH2:3][O:4][CH2:5][CH2:6]4)[N:13]=3)=[C:19]([C:20]([NH2:22])=[O:21])[CH:18]=2)[N:24]=[N:25]1. (4) Given the reactants [CH3:1][O:2][C:3](=[O:26])[CH2:4][CH2:5][C:6]1[CH:11]=[CH:10][C:9]([O:12][C:13]2[CH:18]=[CH:17][C:16]([C:19]([F:22])([F:21])[F:20])=[C:15]([C:23]#[N:24])[CH:14]=2)=[CH:8][C:7]=1[CH3:25].OCC1(OC[C@@H](O)[C@@H](O)[C@H]1O)O, predict the reaction product. The product is: [CH3:1][O:2][C:3](=[O:26])[CH2:4][CH2:5][C:6]1[CH:11]=[CH:10][C:9]([O:12][C:13]2[CH:18]=[CH:17][C:16]([C:19]([F:20])([F:22])[F:21])=[C:15]([CH2:23][NH2:24])[CH:14]=2)=[CH:8][C:7]=1[CH3:25]. (5) Given the reactants [CH2:1]([O:3][C:4]([C:6]([CH3:22])([O:8][C:9]1[CH:14]=[CH:13][C:12]([CH:15]([CH3:20])[CH2:16][C:17]([OH:19])=O)=[CH:11][C:10]=1[CH3:21])[CH3:7])=[O:5])[CH3:2].[CH3:23][C:24]1[C:29]([NH2:30])=[CH:28][CH:27]=[C:26]([C:31]2[CH:36]=[CH:35][C:34]([C:37]([F:40])([F:39])[F:38])=[CH:33][CH:32]=2)[N:25]=1, predict the reaction product. The product is: [CH2:1]([O:3][C:4](=[O:5])[C:6]([CH3:7])([O:8][C:9]1[CH:14]=[CH:13][C:12]([CH:15]([CH3:20])[CH2:16][C:17](=[O:19])[NH:30][C:29]2[C:24]([CH3:23])=[N:25][C:26]([C:31]3[CH:32]=[CH:33][C:34]([C:37]([F:40])([F:38])[F:39])=[CH:35][CH:36]=3)=[CH:27][CH:28]=2)=[CH:11][C:10]=1[CH3:21])[CH3:22])[CH3:2]. (6) Given the reactants [Si:1]([O:8][C@@H:9]1[C@H:13]([CH2:14][O:15][Si:16]([C:19]([CH3:22])([CH3:21])[CH3:20])([CH3:18])[CH3:17])[CH2:12][C@@H:11]([O:23][C:24]2[N:32]=[CH:31][N:30]=[C:29]3[C:25]=2[N:26]=[C:27](I)[N:28]3[CH:33]2[CH2:38][CH2:37][CH2:36][CH2:35][O:34]2)[CH2:10]1)([C:4]([CH3:7])([CH3:6])[CH3:5])([CH3:3])[CH3:2].COCCOC.[Cl:46][C:47]1[CH:56]=[C:55]2[C:50]([C:51](B3OC(C)(C)C(C)(C)O3)=[CH:52][CH:53]=[N:54]2)=[CH:49][CH:48]=1.[OH-].[Ba+2].[OH-].O, predict the reaction product. The product is: [Si:1]([O:8][C@@H:9]1[C@H:13]([CH2:14][O:15][Si:16]([C:19]([CH3:22])([CH3:21])[CH3:20])([CH3:18])[CH3:17])[CH2:12][C@@H:11]([O:23][C:24]2[N:32]=[CH:31][N:30]=[C:29]3[C:25]=2[N:26]=[C:27]([C:51]2[C:50]4[C:55](=[CH:56][C:47]([Cl:46])=[CH:48][CH:49]=4)[N:54]=[CH:53][CH:52]=2)[N:28]3[CH:33]2[CH2:38][CH2:37][CH2:36][CH2:35][O:34]2)[CH2:10]1)([C:4]([CH3:7])([CH3:6])[CH3:5])([CH3:3])[CH3:2]. (7) Given the reactants CCN(C(C)C)C(C)C.[CH2:10]([O:17][C:18]1[CH:23]=[CH:22][C:21]([CH2:24][CH:25]([NH:29][C:30]([O:32][C:33]([CH3:36])([CH3:35])[CH3:34])=[O:31])[C:26](O)=[O:27])=[CH:20][CH:19]=1)[C:11]1[CH:16]=[CH:15][CH:14]=[CH:13][CH:12]=1.F[P-](F)(F)(F)(F)F.N1(O[P+](N(C)C)(N(C)C)N(C)C)C2C=CC=CC=2N=N1.[CH3:64][O:65][NH:66][CH3:67].Cl, predict the reaction product. The product is: [C:33]([O:32][C:30](=[O:31])[NH:29][CH:25]([C:26](=[O:27])[N:66]([O:65][CH3:64])[CH3:67])[CH2:24][C:21]1[CH:22]=[CH:23][C:18]([O:17][CH2:10][C:11]2[CH:16]=[CH:15][CH:14]=[CH:13][CH:12]=2)=[CH:19][CH:20]=1)([CH3:35])([CH3:34])[CH3:36]. (8) Given the reactants [CH3:1][NH:2][N:3]=[CH:4][C:5](=[O:12])[C:6]1[CH:11]=[CH:10][CH:9]=[CH:8][CH:7]=1.[C:13]([C:17]1[CH:22]=[CH:21][C:20]([C:23](=O)[CH:24]=[O:25])=[CH:19][CH:18]=1)([CH3:16])([CH3:15])[CH3:14], predict the reaction product. The product is: [C:13]([C:17]1[CH:22]=[CH:21][C:20]([C:23]2[N:2]([CH3:1])[N:3]=[C:4]([C:5]([C:6]3[CH:11]=[CH:10][CH:9]=[CH:8][CH:7]=3)=[O:12])[C:24]=2[OH:25])=[CH:19][CH:18]=1)([CH3:16])([CH3:15])[CH3:14]. (9) Given the reactants [C:1]1(P(C2C=CC=CC=2)C2C=CC=CC=2)C=CC=CC=1.CC(O)C.[Cl:24][C:25]1[CH:26]=[C:27]([C@H:32]2[C@@H:38]([CH:39]=O)[O:37][CH2:36][CH2:35][N:34]([C:41]([O:43][C:44]([CH3:47])([CH3:46])[CH3:45])=[O:42])[CH2:33]2)[CH:28]=[CH:29][C:30]=1[Cl:31].C[Si](C=[N+]=[N-])(C)C, predict the reaction product. The product is: [Cl:24][C:25]1[CH:26]=[C:27]([C@H:32]2[C@@H:38]([CH:39]=[CH2:1])[O:37][CH2:36][CH2:35][N:34]([C:41]([O:43][C:44]([CH3:46])([CH3:47])[CH3:45])=[O:42])[CH2:33]2)[CH:28]=[CH:29][C:30]=1[Cl:31]. (10) Given the reactants [NH2:1][C:2]1[N:7]=[C:6]([N:8]2[CH2:13][CH2:12][N:11](C(OC(C)(C)C)=O)[CH2:10][CH2:9]2)[C:5]([NH2:21])=[C:4]([SH:22])[N:3]=1.[Br:23][C:24]1[CH:29]=[CH:28][C:27]([CH2:30][CH2:31][C:32](O)=O)=[CH:26][CH:25]=1, predict the reaction product. The product is: [Br:23][C:24]1[CH:29]=[CH:28][C:27]([CH2:30][CH2:31][C:32]2[S:22][C:4]3[N:3]=[C:2]([NH2:1])[N:7]=[C:6]([N:8]4[CH2:9][CH2:10][NH:11][CH2:12][CH2:13]4)[C:5]=3[N:21]=2)=[CH:26][CH:25]=1.